Dataset: Full USPTO retrosynthesis dataset with 1.9M reactions from patents (1976-2016). Task: Predict the reactants needed to synthesize the given product. (1) Given the product [F:1][C:2]1[CH:7]=[CH:6][CH:5]=[CH:4][C:3]=1[C@H:8]([NH:17][S:15]([C:11]([CH3:14])([CH3:13])[CH3:12])=[O:16])[CH3:9], predict the reactants needed to synthesize it. The reactants are: [F:1][C:2]1[CH:7]=[CH:6][CH:5]=[CH:4][C:3]=1[C:8](=O)[CH3:9].[C:11]([S@:15]([NH2:17])=[O:16])([CH3:14])([CH3:13])[CH3:12].[BH4-].[Na+].CCOC(C)=O. (2) Given the product [C:34]([O:33][C@H:32]1[C@:31]([F:43])([CH3:42])[C@H:30]([N:8]2[CH:7]=[N:6][C:5]3[C:9]2=[N:10][C:2]([Cl:1])=[N:3][C:4]=3[Cl:11])[O:29][C@@H:28]1[CH2:27][O:26][C:18](=[O:25])[C:19]1[CH:20]=[CH:21][CH:22]=[CH:23][CH:24]=1)(=[O:41])[C:35]1[CH:40]=[CH:39][CH:38]=[CH:37][CH:36]=1, predict the reactants needed to synthesize it. The reactants are: [Cl:1][C:2]1[N:10]=[C:9]2[C:5]([NH:6][CH:7]=[N:8]2)=[C:4]([Cl:11])[N:3]=1.CC(C)([O-])C.[K+].[C:18]([O:26][CH2:27][C@@H:28]1[C@@H:32]([O:33][C:34](=[O:41])[C:35]2[CH:40]=[CH:39][CH:38]=[CH:37][CH:36]=2)[C@:31]([F:43])([CH3:42])[C@@H:30](Br)[O:29]1)(=[O:25])[C:19]1[CH:24]=[CH:23][CH:22]=[CH:21][CH:20]=1.[NH4+].[Cl-].